Regression. Given two drug SMILES strings and cell line genomic features, predict the synergy score measuring deviation from expected non-interaction effect. From a dataset of NCI-60 drug combinations with 297,098 pairs across 59 cell lines. (1) Drug 1: CC(C1=C(C=CC(=C1Cl)F)Cl)OC2=C(N=CC(=C2)C3=CN(N=C3)C4CCNCC4)N. Drug 2: CC1C(C(CC(O1)OC2CC(CC3=C2C(=C4C(=C3O)C(=O)C5=CC=CC=C5C4=O)O)(C(=O)C)O)N)O. Cell line: SK-MEL-2. Synergy scores: CSS=31.9, Synergy_ZIP=-0.151, Synergy_Bliss=2.75, Synergy_Loewe=-29.4, Synergy_HSA=-1.34. (2) Drug 1: CS(=O)(=O)C1=CC(=C(C=C1)C(=O)NC2=CC(=C(C=C2)Cl)C3=CC=CC=N3)Cl. Drug 2: CC1CCC2CC(C(=CC=CC=CC(CC(C(=O)C(C(C(=CC(C(=O)CC(OC(=O)C3CCCCN3C(=O)C(=O)C1(O2)O)C(C)CC4CCC(C(C4)OC)OCCO)C)C)O)OC)C)C)C)OC. Cell line: TK-10. Synergy scores: CSS=19.2, Synergy_ZIP=1.67, Synergy_Bliss=2.17, Synergy_Loewe=-4.21, Synergy_HSA=3.37. (3) Drug 1: C(=O)(N)NO. Synergy scores: CSS=1.15, Synergy_ZIP=-0.605, Synergy_Bliss=1.35, Synergy_Loewe=-3.48, Synergy_HSA=-2.11. Cell line: HT29. Drug 2: CN(C(=O)NC(C=O)C(C(C(CO)O)O)O)N=O. (4) Drug 1: C1CCC(CC1)NC(=O)N(CCCl)N=O. Drug 2: C1=CC(=CC=C1C#N)C(C2=CC=C(C=C2)C#N)N3C=NC=N3. Cell line: MCF7. Synergy scores: CSS=16.1, Synergy_ZIP=-4.22, Synergy_Bliss=-1.12, Synergy_Loewe=-2.09, Synergy_HSA=-2.32. (5) Drug 1: CC1=C2C(C(=O)C3(C(CC4C(C3C(C(C2(C)C)(CC1OC(=O)C(C(C5=CC=CC=C5)NC(=O)OC(C)(C)C)O)O)OC(=O)C6=CC=CC=C6)(CO4)OC(=O)C)OC)C)OC. Drug 2: C(CCl)NC(=O)N(CCCl)N=O. Cell line: UACC62. Synergy scores: CSS=39.7, Synergy_ZIP=4.88, Synergy_Bliss=7.38, Synergy_Loewe=-12.6, Synergy_HSA=7.33.